This data is from NCI-60 drug combinations with 297,098 pairs across 59 cell lines. The task is: Regression. Given two drug SMILES strings and cell line genomic features, predict the synergy score measuring deviation from expected non-interaction effect. (1) Drug 1: C1=CC(=C2C(=C1NCCNCCO)C(=O)C3=C(C=CC(=C3C2=O)O)O)NCCNCCO. Drug 2: CCCS(=O)(=O)NC1=C(C(=C(C=C1)F)C(=O)C2=CNC3=C2C=C(C=N3)C4=CC=C(C=C4)Cl)F. Cell line: ACHN. Synergy scores: CSS=53.4, Synergy_ZIP=2.20, Synergy_Bliss=2.70, Synergy_Loewe=-9.12, Synergy_HSA=3.64. (2) Drug 1: C1CCC(C1)C(CC#N)N2C=C(C=N2)C3=C4C=CNC4=NC=N3. Drug 2: CC(C)(C#N)C1=CC(=CC(=C1)CN2C=NC=N2)C(C)(C)C#N. Cell line: SNB-75. Synergy scores: CSS=-0.402, Synergy_ZIP=1.01, Synergy_Bliss=1.97, Synergy_Loewe=-1.64, Synergy_HSA=-1.64. (3) Drug 1: CC1=CC2C(CCC3(C2CCC3(C(=O)C)OC(=O)C)C)C4(C1=CC(=O)CC4)C. Drug 2: B(C(CC(C)C)NC(=O)C(CC1=CC=CC=C1)NC(=O)C2=NC=CN=C2)(O)O. Cell line: SF-295. Synergy scores: CSS=9.49, Synergy_ZIP=4.99, Synergy_Bliss=10.5, Synergy_Loewe=7.78, Synergy_HSA=7.78. (4) Drug 1: CC1=C(C=C(C=C1)NC2=NC=CC(=N2)N(C)C3=CC4=NN(C(=C4C=C3)C)C)S(=O)(=O)N.Cl. Drug 2: CN1C(=O)N2C=NC(=C2N=N1)C(=O)N. Cell line: TK-10. Synergy scores: CSS=-3.94, Synergy_ZIP=1.82, Synergy_Bliss=-3.62, Synergy_Loewe=-6.95, Synergy_HSA=-7.07. (5) Drug 1: C1CN1P(=S)(N2CC2)N3CC3. Drug 2: CC1C(C(CC(O1)OC2CC(CC3=C2C(=C4C(=C3O)C(=O)C5=C(C4=O)C(=CC=C5)OC)O)(C(=O)CO)O)N)O.Cl. Cell line: OVCAR-8. Synergy scores: CSS=29.1, Synergy_ZIP=-5.48, Synergy_Bliss=-3.44, Synergy_Loewe=-6.06, Synergy_HSA=-0.458.